This data is from Catalyst prediction with 721,799 reactions and 888 catalyst types from USPTO. The task is: Predict which catalyst facilitates the given reaction. (1) Reactant: [CH3:1][NH:2][C:3]([C:5]1[C:9]2[CH:10]=[C:11]([O:20][CH:21](C)C)[C:12](N3CCOCC3)=[CH:13][C:8]=2[O:7][C:6]=1[C:24]1[CH:29]=[CH:28][C:27]([F:30])=[CH:26][CH:25]=1)=[O:4].[CH:31]1[CH:36]=CC(P(C2C=CC=CC=2)CCCP(C2C=CC=CC=2)C2C=CC=CC=2)=C[CH:32]=1.C([O:62]CCCC)=C.C([O-])([O-])=O.[K+].[K+]. Product: [CH3:1][NH:2][C:3]([C:5]1[C:9]2[CH:10]=[C:11]([O:20][CH3:21])[C:12]([C:31]([OH:62])([CH3:36])[CH3:32])=[CH:13][C:8]=2[O:7][C:6]=1[C:24]1[CH:29]=[CH:28][C:27]([F:30])=[CH:26][CH:25]=1)=[O:4]. The catalyst class is: 274. (2) Reactant: [NH2:1][CH2:2][C:3]1[CH:31]=[CH:30][C:6]([C:7]([NH:9][C:10]2[CH:15]=[C:14]([F:16])[C:13]([Cl:17])=[CH:12][C:11]=2[N:18]2[CH2:23][CH2:22][N:21]([CH2:24][CH2:25][C:26]([F:29])([F:28])[F:27])[CH2:20][CH2:19]2)=[O:8])=[C:5]([F:32])[C:4]=1[F:33].[C:34](=O)(ON1C(=O)CCC1=O)[O:35]N1C(=O)CCC1=O.[NH:52]1[CH2:57][CH2:56][CH:55]([CH2:58][OH:59])[CH2:54][CH2:53]1. Product: [Cl:17][C:13]1[C:14]([F:16])=[CH:15][C:10]([NH:9][C:7]([C:6]2[CH:30]=[CH:31][C:3]([CH2:2][NH:1][C:34]([N:52]3[CH2:57][CH2:56][CH:55]([CH2:58][OH:59])[CH2:54][CH2:53]3)=[O:35])=[C:4]([F:33])[C:5]=2[F:32])=[O:8])=[C:11]([N:18]2[CH2:23][CH2:22][N:21]([CH2:24][CH2:25][C:26]([F:28])([F:29])[F:27])[CH2:20][CH2:19]2)[CH:12]=1. The catalyst class is: 3. (3) Reactant: C(Cl)(=O)C(Cl)=O.[CH3:7][O:8][C:9]1[CH:14]=[CH:13][C:12]([CH:15]=[CH:16][C:17]([OH:19])=O)=[CH:11][CH:10]=1.[NH3:20]. Product: [CH3:7][O:8][C:9]1[CH:14]=[CH:13][C:12]([CH:15]=[CH:16][C:17]([NH2:20])=[O:19])=[CH:11][CH:10]=1. The catalyst class is: 213. (4) The catalyst class is: 11. Product: [OH:2][C:1]1[CH:3]=[C:4]([OH:5])[CH:6]=[CH:7][C:8]=1[C:17](=[O:18])[CH2:16][C:13]1[CH:14]=[CH:15][C:10]([OH:9])=[CH:11][CH:12]=1. Reactant: [C:1]1([CH:8]=[CH:7][CH:6]=[C:4]([OH:5])[CH:3]=1)[OH:2].[OH:9][C:10]1[CH:15]=[CH:14][C:13]([CH2:16][C:17](O)=[O:18])=[CH:12][CH:11]=1.B(F)(F)F.CCOCC.C([O-])(=O)C.[Na+]. (5) Reactant: [CH3:1][C:2]1([C:16]2[CH:21]=[CH:20][CH:19]=[CH:18][CH:17]=2)[S:6][C:5](=S)[N:4]([NH:8][C:9]2[CH:14]=[CH:13][CH:12]=[CH:11][CH:10]=2)[C:3]1=[O:15].C(Cl)Cl.F[B-](F)(F)F.C([O+](CC)CC)C.[Cl:37][C:38]1[CH:44]=[CH:43][C:41]([NH2:42])=[CH:40][CH:39]=1. Product: [Cl:37][C:38]1[CH:44]=[CH:43][C:41]([N:42]=[C:5]2[N:4]([NH:8][C:9]3[CH:14]=[CH:13][CH:12]=[CH:11][CH:10]=3)[C:3](=[O:15])[C:2]([CH3:1])([C:16]3[CH:21]=[CH:20][CH:19]=[CH:18][CH:17]=3)[S:6]2)=[CH:40][CH:39]=1. The catalyst class is: 146. (6) Reactant: [NH2:1][CH:2]([C:6]#[N:7])[C:3]([NH2:5])=[O:4].[CH3:8][O-:9].[Na+].[CH3:11][C:12]([CH:14]=O)=O. Product: [CH3:8][O:9][C:6]1[C:2]([C:3]([NH2:5])=[O:4])=[N:1][CH:14]=[C:12]([CH3:11])[N:7]=1. The catalyst class is: 5. (7) Reactant: N#N.[NH2:3][C:4]1[CH:9]=[CH:8][CH:7]=[CH:6][C:5]=1[NH:10][C:11](=O)[CH:12]([NH:24][C:25](=[O:31])[O:26][C:27]([CH3:30])([CH3:29])[CH3:28])[C:13]([C:16]1[CH:21]=[CH:20][C:19]([O:22][CH3:23])=[CH:18][CH:17]=1)([CH3:15])[CH3:14]. Product: [NH:10]1[C:5]2[CH:6]=[CH:7][CH:8]=[CH:9][C:4]=2[N:3]=[C:11]1[CH:12]([NH:24][C:25](=[O:31])[O:26][C:27]([CH3:30])([CH3:29])[CH3:28])[C:13]([C:16]1[CH:21]=[CH:20][C:19]([O:22][CH3:23])=[CH:18][CH:17]=1)([CH3:15])[CH3:14]. The catalyst class is: 15.